From a dataset of Reaction yield outcomes from USPTO patents with 853,638 reactions. Predict the reaction yield, written as a fraction of the theoretical maximum amount of product (1.0 means a 100% yield; for example, 0.34 means a 34% yield). (1) The reactants are C(C1C=C(NC(=O)CCCC2C=CC([B:25]([OH:27])[OH:26])=CC=2)C=CC=1S(CC)(=O)=O)#N.[CH2:29]([O:36][C:37]([N:39]([CH2:41][C:42]1[CH:43]=[C:44]([NH:48][C:49]([O:51][CH2:52][CH2:53][C:54]2[CH:59]=[CH:58][C:57](Br)=[CH:56][C:55]=2[CH3:61])=[O:50])[CH:45]=[CH:46][CH:47]=1)[CH3:40])=[O:38])[C:30]1[CH:35]=[CH:34][CH:33]=[CH:32][CH:31]=1. No catalyst specified. The product is [CH2:29]([O:36][C:37]([N:39]([CH2:41][C:42]1[CH:43]=[C:44]([NH:48][C:49]([O:51][CH2:52][CH2:53][C:54]2[CH:59]=[CH:58][C:57]([B:25]([OH:27])[OH:26])=[CH:56][C:55]=2[CH3:61])=[O:50])[CH:45]=[CH:46][CH:47]=1)[CH3:40])=[O:38])[C:30]1[CH:35]=[CH:34][CH:33]=[CH:32][CH:31]=1. The yield is 0.280. (2) The yield is 0.750. The product is [F:41][CH:20]([F:19])[O:21][C:22]1[CH:27]=[CH:26][CH:25]=[CH:24][C:23]=1[N:28]1[C:33]([O:4][CH3:5])=[C:32]([O:34][CH3:35])[C:31](=[O:36])[C:30]([C:37]([NH:8][CH3:7])=[O:39])=[N:29]1. The reactants are Cl.CN[O:4][CH3:5].C[CH2:7][N:8](C(C)C)C(C)C.C[Al](C)C.[F:19][CH:20]([F:41])[O:21][C:22]1[CH:27]=[CH:26][CH:25]=[CH:24][C:23]=1[N:28]1[CH:33]=[C:32]([O:34][CH3:35])[C:31](=[O:36])[C:30]([C:37]([O:39]C)=O)=[N:29]1. The catalyst is C(Cl)Cl.